From a dataset of Forward reaction prediction with 1.9M reactions from USPTO patents (1976-2016). Predict the product of the given reaction. Given the reactants C[O:2][C:3](=O)[CH2:4][NH:5][C:6]([O:8][C:9]([CH3:12])([CH3:11])[CH3:10])=[O:7].[NH2:14][NH2:15], predict the reaction product. The product is: [C:9]([O:8][C:6](=[O:7])[NH:5][CH2:4][C:3]([NH:14][NH2:15])=[O:2])([CH3:12])([CH3:11])[CH3:10].